From a dataset of Full USPTO retrosynthesis dataset with 1.9M reactions from patents (1976-2016). Predict the reactants needed to synthesize the given product. (1) Given the product [CH3:2][C:3]([C:6]([NH2:8])=[O:7])([CH3:5])[NH:4][CH2:28][C:24]1[CH:23]=[C:22]([C:19]2[CH:18]=[CH:17][C:16]([C:15]([F:30])([F:14])[F:31])=[CH:21][CH:20]=2)[CH:27]=[CH:26][N:25]=1, predict the reactants needed to synthesize it. The reactants are: Cl.[CH3:2][C:3]([C:6]([NH2:8])=[O:7])([CH3:5])[NH2:4].C([O-])(=O)C.[Na+].[F:14][C:15]([F:31])([F:30])[C:16]1[CH:21]=[CH:20][C:19]([C:22]2[CH:27]=[CH:26][N:25]=[C:24]([CH:28]=O)[CH:23]=2)=[CH:18][CH:17]=1. (2) Given the product [C:1]([NH:7][C:8]1[CH:9]=[C:10]([CH:14]2[CH2:15][CH2:16][N:17]([C:20]([O:22][C:23]([CH3:26])([CH3:25])[CH3:24])=[O:21])[CH2:18][CH2:19]2)[CH:11]=[CH:12][CH:13]=1)(=[O:5])[CH:2]([CH3:4])[CH3:3], predict the reactants needed to synthesize it. The reactants are: [C:1](Cl)(=[O:5])[CH:2]([CH3:4])[CH3:3].[NH2:7][C:8]1[CH:9]=[C:10]([CH:14]2[CH2:19][CH2:18][N:17]([C:20]([O:22][C:23]([CH3:26])([CH3:25])[CH3:24])=[O:21])[CH2:16][CH2:15]2)[CH:11]=[CH:12][CH:13]=1.C(N(CC)CC)C. (3) Given the product [C:1]([C:3]1[N:8]2[N:9]=[CH:10][C:11]([C:12]([OH:14])=[O:13])=[C:7]2[CH:6]=[CH:5][C:4]=1[O:16][CH2:17][C:18]([OH:19])([CH3:21])[CH3:20])(=[O:23])[NH2:2].[C:1]([C:3]1[N:8]2[N:9]=[CH:10][C:11]([C:12]([OH:14])=[O:13])=[C:7]2[CH:6]=[CH:5][C:4]=1[OH:16])#[N:2], predict the reactants needed to synthesize it. The reactants are: [C:1]([C:3]1[N:8]2[N:9]=[CH:10][C:11]([C:12]([O:14]C)=[O:13])=[C:7]2[CH:6]=[CH:5][C:4]=1[OH:16])#[N:2].[CH3:17][C:18]1([CH3:21])[CH2:20][O:19]1.C([O-])([O-])=[O:23].[K+].[K+].[Li+].[OH-]. (4) Given the product [CH3:26][S:27]([N:11]1[C:12]2[CH:13]=[CH:14][C:6]([N+:3]([O-:5])=[O:4])=[CH:7][C:8]=2[CH:9]2[CH2:18][N:17]([C:19]([O:21][C:22]([CH3:25])([CH3:24])[CH3:23])=[O:20])[CH2:16][CH2:15][CH:10]12)(=[O:29])=[O:28], predict the reactants needed to synthesize it. The reactants are: [H-].[Na+].[N+:3]([C:6]1[CH:14]=[CH:13][C:12]2[NH:11][CH:10]3[CH2:15][CH2:16][N:17]([C:19]([O:21][C:22]([CH3:25])([CH3:24])[CH3:23])=[O:20])[CH2:18][CH:9]3[C:8]=2[CH:7]=1)([O-:5])=[O:4].[CH3:26][S:27](Cl)(=[O:29])=[O:28]. (5) Given the product [S:8]([OH:39])([O:11][N:12]1[C:18](=[O:19])[N:17]2[CH2:20][C@H:13]1[CH2:14][CH2:15][C@H:16]2[C:21]1[S:22][C:23]([N:26]2[CH2:31][CH2:30][NH:29][CH2:28][CH2:27]2)=[N:24][N:25]=1)(=[O:9])=[O:10], predict the reactants needed to synthesize it. The reactants are: C(O)(C(F)(F)F)=O.[S:8]([O-:39])([O:11][N:12]1[C:18](=[O:19])[N:17]2[CH2:20][C@H:13]1[CH2:14][CH2:15][C@H:16]2[C:21]1[S:22][C:23]([N:26]2[CH2:31][CH2:30][N:29](C(OC(C)(C)C)=O)[CH2:28][CH2:27]2)=[N:24][N:25]=1)(=[O:10])=[O:9].[Na+]. (6) Given the product [F:17][C:18]1[CH:31]=[CH:30][C:21]([O:22][C:23]2[CH:29]=[CH:28][C:26]([NH:27][C:14]([C@@H:9]3[CH2:10][C@@H:11]([OH:13])[CH2:12][N:8]3[C:6]([O:5][C:1]([CH3:2])([CH3:3])[CH3:4])=[O:7])=[O:16])=[CH:25][CH:24]=2)=[CH:20][CH:19]=1, predict the reactants needed to synthesize it. The reactants are: [C:1]([O:5][C:6]([N:8]1[CH2:12][C@H:11]([OH:13])[CH2:10][C@H:9]1[C:14]([OH:16])=O)=[O:7])([CH3:4])([CH3:3])[CH3:2].[F:17][C:18]1[CH:31]=[CH:30][C:21]([O:22][C:23]2[CH:29]=[CH:28][C:26]([NH2:27])=[CH:25][CH:24]=2)=[CH:20][CH:19]=1.